Dataset: Peptide-MHC class I binding affinity with 185,985 pairs from IEDB/IMGT. Task: Regression. Given a peptide amino acid sequence and an MHC pseudo amino acid sequence, predict their binding affinity value. This is MHC class I binding data. (1) The peptide sequence is STKADAVVA. The MHC is HLA-A02:02 with pseudo-sequence HLA-A02:02. The binding affinity (normalized) is 0.167. (2) The peptide sequence is LTYQNKVVK. The MHC is HLA-A03:01 with pseudo-sequence HLA-A03:01. The binding affinity (normalized) is 0.771. (3) The peptide sequence is GTDSGFAAY. The MHC is HLA-A30:02 with pseudo-sequence HLA-A30:02. The binding affinity (normalized) is 0.746. (4) The peptide sequence is KSYEHQTPF. The MHC is HLA-A33:01 with pseudo-sequence HLA-A33:01. The binding affinity (normalized) is 0.00554. (5) The peptide sequence is RPYGKFRAM. The MHC is HLA-A24:03 with pseudo-sequence HLA-A24:03. The binding affinity (normalized) is 0.160. (6) The peptide sequence is TYLALMATF. The MHC is HLA-A24:02 with pseudo-sequence HLA-A24:02. The binding affinity (normalized) is 0.771. (7) The peptide sequence is RRATAILRK. The MHC is HLA-A02:03 with pseudo-sequence HLA-A02:03. The binding affinity (normalized) is 0.0847.